From a dataset of Full USPTO retrosynthesis dataset with 1.9M reactions from patents (1976-2016). Predict the reactants needed to synthesize the given product. (1) Given the product [Br:1][C:2]1[C:3]([CH3:11])=[C:4]([CH2:5][NH2:7])[CH:8]=[CH:9][CH:10]=1, predict the reactants needed to synthesize it. The reactants are: [Br:1][C:2]1[C:3]([CH3:11])=[C:4]([CH:8]=[CH:9][CH:10]=1)[C:5]([NH2:7])=O.S(C)C.CO.Cl. (2) Given the product [C:9]([C:11]1[N:12]=[C:13]([CH:16]([CH2:22][C:23]2[CH:28]=[CH:27][C:26]([O:29][CH2:30][CH2:31][C:32]3[CH:37]=[CH:36][CH:35]=[C:34]([NH:38][CH3:39])[N:33]=3)=[CH:25][CH:24]=2)[CH2:17][C:18]([OH:20])=[O:19])[O:14][CH:15]=1)([OH:10])=[O:8], predict the reactants needed to synthesize it. The reactants are: C([O:8][C:9]([C:11]1[N:12]=[C:13]([CH:16]([CH2:22][C:23]2[CH:28]=[CH:27][C:26]([O:29][CH2:30][CH2:31][C:32]3[CH:37]=[CH:36][CH:35]=[C:34]([NH:38][CH3:39])[N:33]=3)=[CH:25][CH:24]=2)[CH2:17][C:18]([O:20]C)=[O:19])[O:14][CH:15]=1)=[O:10])C1C=CC=CC=1.[Li+].[OH-].Cl. (3) The reactants are: [Br:1][C:2]1[CH:8]=[CH:7][C:5]([NH2:6])=[CH:4][CH:3]=1.[C:9]([OH:17])(=[O:16])[C:10]([CH2:12][C:13](O)=[O:14])=[CH2:11]. Given the product [Br:1][C:2]1[CH:8]=[CH:7][C:5]([N:6]2[C:13](=[O:14])[CH2:12][CH:10]([C:9]([OH:17])=[O:16])[CH2:11]2)=[CH:4][CH:3]=1, predict the reactants needed to synthesize it.